From a dataset of Forward reaction prediction with 1.9M reactions from USPTO patents (1976-2016). Predict the product of the given reaction. (1) Given the reactants [Br:1][C:2]1[CH:11]=[CH:10][C:5]([C:6](OC)=[O:7])=[C:4]([CH3:12])[CH:3]=1.Br[N:14]1C(=O)CCC1=O.N(C(C)(C)C#N)=NC(C)(C)C#N.[Br-], predict the reaction product. The product is: [Br:1][C:2]1[CH:3]=[C:4]2[C:5](=[CH:10][CH:11]=1)[C:6](=[O:7])[NH:14][CH2:12]2. (2) Given the reactants [F:1][C:2]1[CH:3]=[C:4]([C:18]2[CH:23]=[CH:22][CH:21]=[CH:20][C:19]=2[O:24][C@H:25]([CH3:29])[CH2:26][CH2:27][OH:28])[CH:5]=[CH:6][C:7]=1[C:8]([O:10][CH2:11][C:12]1[CH:17]=[CH:16][CH:15]=[CH:14][CH:13]=1)=[O:9].P([O-])([O-])([O-])=O.Cl([O-])=O.[Na+].Cl[O-:40].[Na+].S([O-])([O-])=O.[Na+].[Na+].C(O)(=O)[CH2:49][C:50]([CH2:55]C(O)=O)([C:52](O)=O)O, predict the reaction product. The product is: [C:50]([O:28][C:27](=[O:40])[CH2:26][C@H:25]([O:24][C:19]1[CH:20]=[CH:21][CH:22]=[CH:23][C:18]=1[C:4]1[CH:5]=[CH:6][C:7]([C:8]([O:10][CH2:11][C:12]2[CH:17]=[CH:16][CH:15]=[CH:14][CH:13]=2)=[O:9])=[C:2]([F:1])[CH:3]=1)[CH3:29])([CH3:55])([CH3:52])[CH3:49]. (3) Given the reactants O1CCCCC1[N:7]1[CH:15]=[C:14]2[C:9]([CH:10]=[C:11]([C:17]3[CH:22]=[CH:21][CH:20]=[C:19]([O:23]C4CCCCO4)[CH:18]=3)[CH:12]=[C:13]2[NH2:16])=[N:8]1.CCN(C(C)C)C(C)C.[CH:39]1([C:45](Cl)=[O:46])[CH2:44][CH2:43][CH2:42][CH2:41][CH2:40]1.[OH-].[Na+], predict the reaction product. The product is: [OH:23][C:19]1[CH:18]=[C:17]([C:11]2[CH:12]=[C:13]3[C:14]([CH:15]=[N:7][NH:16]3)=[C:9]([NH:8][C:45]([CH:39]3[CH2:44][CH2:43][CH2:42][CH2:41][CH2:40]3)=[O:46])[CH:10]=2)[CH:22]=[CH:21][CH:20]=1. (4) Given the reactants [OH:1][C@H:2]1[CH2:34][N:5]2[C:6](=[O:33])[C@@H:7]([NH:24][C:25]([C:27]3[CH:31]=[C:30]([CH3:32])[O:29][N:28]=3)=[O:26])[CH2:8][CH2:9][CH2:10][CH2:11][CH2:12][CH:13]=[CH:14][C@@H:15]3[CH2:20][C@@:16]3([C:21]([OH:23])=[O:22])[NH:17][C:18](=[O:19])[C@@H:4]2[CH2:3]1.CC(C)([O-])C.[K+].Cl[C:42]1[C:43]([C:53]([F:56])([F:55])[F:54])=[N:44][C:45]2[C:50]([N:51]=1)=[CH:49][C:48]([F:52])=[CH:47][CH:46]=2, predict the reaction product. The product is: [F:52][C:48]1[CH:49]=[C:50]2[C:45]([N:44]=[C:43]([C:53]([F:56])([F:55])[F:54])[C:42]([O:1][C@H:2]3[CH2:34][N:5]4[C:6](=[O:33])[C@@H:7]([NH:24][C:25]([C:27]5[CH:31]=[C:30]([CH3:32])[O:29][N:28]=5)=[O:26])[CH2:8][CH2:9][CH2:10][CH2:11][CH2:12][CH:13]=[CH:14][C@@H:15]5[CH2:20][C@@:16]5([C:21]([OH:23])=[O:22])[NH:17][C:18](=[O:19])[C@@H:4]4[CH2:3]3)=[N:51]2)=[CH:46][CH:47]=1. (5) Given the reactants [F:1][C:2]1[C:3]([OH:12])=[C:4]([CH:8]=[CH:9][C:10]=1[F:11])[C:5](O)=[O:6].S(C)C.CO, predict the reaction product. The product is: [F:1][C:2]1[C:10]([F:11])=[CH:9][CH:8]=[C:4]([CH2:5][OH:6])[C:3]=1[OH:12]. (6) Given the reactants [C:1]([O:5][C:6]([N:8]([CH2:17][CH2:18][C:19]1[C:20]([Cl:33])=[CH:21][C:22]2[CH:23]3[CH2:32][CH2:31][CH2:30][CH:24]3[C:25](=O)[NH:26][C:27]=2[CH:28]=1)[CH2:9][C:10]1[CH:15]=[CH:14][CH:13]=[C:12]([Cl:16])[CH:11]=1)=[O:7])([CH3:4])([CH3:3])[CH3:2].COC1C=CC(P2(SP(C3C=CC(OC)=CC=3)(=S)S2)=[S:43])=CC=1, predict the reaction product. The product is: [C:1]([O:5][C:6]([N:8]([CH2:17][CH2:18][C:19]1[C:20]([Cl:33])=[CH:21][C:22]2[CH:23]3[CH2:32][CH2:31][CH2:30][CH:24]3[C:25](=[S:43])[NH:26][C:27]=2[CH:28]=1)[CH2:9][C:10]1[CH:15]=[CH:14][CH:13]=[C:12]([Cl:16])[CH:11]=1)=[O:7])([CH3:4])([CH3:3])[CH3:2].